Regression. Given a peptide amino acid sequence and an MHC pseudo amino acid sequence, predict their binding affinity value. This is MHC class II binding data. From a dataset of Peptide-MHC class II binding affinity with 134,281 pairs from IEDB. The peptide sequence is KSIIKARVVWKAIIE. The MHC is DRB1_0901 with pseudo-sequence DRB1_0901. The binding affinity (normalized) is 0.687.